From a dataset of Catalyst prediction with 721,799 reactions and 888 catalyst types from USPTO. Predict which catalyst facilitates the given reaction. Reactant: [H-].[K+].Br[C:4]1[CH:12]=[C:11]2[C:7]([CH:8]=[CH:9][NH:10]2)=[CH:6][CH:5]=1.C([Li])(C)(C)C.[CH2:18]([S:20]SCC)[CH3:19]. Product: [CH2:18]([S:20][C:4]1[CH:12]=[C:11]2[C:7]([CH:8]=[CH:9][NH:10]2)=[CH:6][CH:5]=1)[CH3:19]. The catalyst class is: 1.